Dataset: Reaction yield outcomes from USPTO patents with 853,638 reactions. Task: Predict the reaction yield, written as a fraction of the theoretical maximum amount of product (1.0 means a 100% yield; for example, 0.34 means a 34% yield). (1) The reactants are [Br:1][C:2]1[CH:7]=[CH:6][C:5]([O:8][CH3:9])=[CH:4][CH:3]=1.[Cl:10][S:11](O)(=[O:13])=[O:12]. The catalyst is C(Cl)(Cl)Cl. The product is [Br:1][C:2]1[CH:7]=[CH:6][C:5]([O:8][CH3:9])=[C:4]([S:11]([Cl:10])(=[O:13])=[O:12])[CH:3]=1. The yield is 0.249. (2) The reactants are [Cl:1][S:2]([N:5]=[C:6]=[O:7])(=[O:4])=[O:3].[C:8]([OH:12])([CH3:11])([CH3:10])[CH3:9]. The catalyst is C1C=CC=CC=1. The product is [Cl:1][S:2]([NH:5][C:6](=[O:7])[O:12][C:8]([CH3:11])([CH3:10])[CH3:9])(=[O:4])=[O:3]. The yield is 0.650.